Dataset: Experimentally validated miRNA-target interactions with 360,000+ pairs, plus equal number of negative samples. Task: Binary Classification. Given a miRNA mature sequence and a target amino acid sequence, predict their likelihood of interaction. (1) The miRNA is hsa-miR-4672 with sequence UUACACAGCUGGACAGAGGCA. The protein sequence of the target gene is MRACAGSTREAGSGAQDLSTLLCLEESMEEQDEKPPEPPKACAQDSFLPQEIIIKVEGEDTGSLTIPSQEGVNFKIVTVDFTREEQGTWNPAQRTLDRDVILENHRDLVSWDLATAVGKKDSTSKQRIFDEEPANGVKIERFTRDDPWLSSCEEVDDCKDQLEKQQEKQEILLQEVAFTQRKAVIHERVCKSDETGEKSGLNSSLFSSPVIPIRNHFHKHVSHAKKWHLNAAVNSHQKINENETLYENNECGKPPQSIHLIQFTRTQTKDKCYGFSDRIQSFCHGTPLHIHEKIHGGGKT.... Result: 0 (no interaction). (2) The miRNA is hsa-miR-2355-5p with sequence AUCCCCAGAUACAAUGGACAA. The protein sequence of the target gene is MPRQAASRLVVGEGEGPPGASGPAATMLRSLLLHSLRLCAQTASCLVLFPRFLGTAFMLWLLDFLCIRKHFLRRRHPDHPEPEVELNSEGEEMPPDDPPICVSDDNRLCTLASLKAVWHGQKLDFFKQAHEGGPAPNSEVVRPDGFQSQRILDYAQGTRPLVLNFGSCTUPPFMARMSAFQRLVTKYQRDVDFLIIYIEEAHPSDGWVTTDSPYVIPQHRSLEDRVSAARVLQQGAPGCALVLDTMANSSSSAYGAYFERLYVIQSGTIMYQGGRGPDGYQVSELRTWLERYDEQLHGTR.... Result: 0 (no interaction). (3) The miRNA is hsa-miR-8055 with sequence CUUUGAGCACAUGAGCAGACGGA. The protein sequence of the target gene is MVSGPLALRWCAWAGRGDMGPDMELPSHSKQLLLQLNQQRTKGFLCDVIIMVENSIFRAHKNVLAASSIYFKSLVLHDNLINLDTDMVSSTVFQQILDFIYTGKLLPSDQPAEPNFSTLLTAASYLQLPELAALCRRKLKRAGKPFGSGRAGSTGMGRPPRSQRLSTASVIQARYQGLVDGRKGAHAPQELPQAKGSDDELFLGGSNQDSVQGLGRAVCPAGGEAGLGGCSSSTNGSSGGCEQELGLDLSKKSPPLPPATPGPHLTPDDAAQLSDSQHGSPPAASAPPVANSASYSELGG.... Result: 1 (interaction). (4) The miRNA is mmu-miR-1193-5p with sequence UGGUAGACCGGUGACGUACA. The protein sequence of the target gene is MVDKNIYIIQGEINIVVGAIKRNARWSTHTPLDEERDPLLHSFGHLKEVLNSITELSEIEPNVFLRPFLEVIRSEDTTGPITGLALTSVNKFLSYALIDPTHEGTAEGMENMADAVTHARFVGTDPASDEVVLMKILQVLRTLLLTPVGAHLTNESVCEIMQSCFRICFEMRLSELLRKSAEHTLVDMVQLLFTRLPQFKEEPKNYVGTNMKKLKMRAGGMSDSSKWKKQKRSPRPPRHMTKVTPGSELPTPNGTTLSSNLTGGMPFIDVPTPISSASSEAASAVVSPSTDSGLEFSSQT.... Result: 0 (no interaction). (5) The miRNA is hsa-miR-22-3p with sequence AAGCUGCCAGUUGAAGAACUGU. The protein sequence of the target gene is MEKAVNDGSHSEELFCHLKTISEKEDLPRCTSESHLSCLKQDILNEKTELEATLKEAELVTHSVELLLPLFKDTIEKINFENANLSALNLKISEQKEILIKELDTFKSVKLALEHLLRKRDYKQTGDNLSSMLLENLTDNESENTNLKKKVFEKEAHIQELSCLFQSEKANTLKANRFSQSVKVVHERLQIQIHKREAENDKLKEYVKSLETKIAKWNLQSRMNKNEAIVMKEASRQKTVALKKASKVYKQRLDHFTGAIEKLTSQIRDQEAKLSETISASNAWKSHYEKIVIEKTELEV.... Result: 0 (no interaction). (6) The miRNA is hsa-miR-3143 with sequence AUAACAUUGUAAAGCGCUUCUUUCG. The protein sequence of the target gene is MAPHWAVWLLAAGLWGLGIGAEMWWNLVPRKTVSSGELVTVVRRFSQTGIQDFLTLTLTEHSGLLYVGAREALFAFSVEALELQGAISWEAPAEKKIECTQKGKSNQTECFNFIRFLQPYNSSHLYVCGTYAFQPKCTYINMLTFTLDRAEFEDGKGKCPYDPAKGHTGLLVDGELYSATLNNFLGTEPVILRYMGTHHSIKTEYLAFWLNEPHFVGSAFVPESVGSFTGDDDKIYFFFSERAVEYDCYSEQVVARVARVCKGDMGGARTLQKKWTTFLKARLVCSAPDWKVYFNQLKAV.... Result: 0 (no interaction). (7) The miRNA is hsa-miR-154-3p with sequence AAUCAUACACGGUUGACCUAUU. The protein sequence of the target gene is MLPRTKYNRFRNDSVTSVDDLLHSLSVSGGGGKVSAARATPAAAPYLVSGEALRKAPDDGPGSLGHLLHKVSHLKLSSSGLRGLSSAARERAGARLSGSCSAPSLAAPDGSAPSAPRAPAMSAARKGRPGDEPLPRPPRGAPHASDQVLGPGVTYVVKYLGCIEVLRSMRSLDFSTRTQITREAISRVCEAVPGAKGAFKKRKPPSKMLSSILGKSNLQFAGMSISLTISTASLNLRTPDSKQIIANHHMRSISFASGGDPDTTDYVAYVAKDPVNRRACHILECCDGLAQDVIGSIGQA.... Result: 0 (no interaction). (8) The miRNA is mmu-miR-202-5p with sequence UUCCUAUGCAUAUACUUCUUU. The protein sequence of the target gene is MPAAMLPYACVLVLLGAHTAPAAGEAGGSCLRWEPHCQQPLPDRVPSTAILPPRLNGPWISTGCEVRPGPEFLTRAYTFYPSRLFRAHQFYYEDPFCGEPAHSLLVKGKVRLRRASWVTRGATEADYHLHKVGIVFHSRRALVDVTGRLNQTRAGRDCARRLPPARAWLPGALYELRSARAQGDCLEALGLTMHELSLVRVQRRLQPQPRASPRLVEELYLGDIHTDPAERRHYRPTGYQRPLQSALHHVQPCPACGLIARSDVHHPPVLPPPLALPLHLGGWWVSSGCEVRPAVLFLTR.... Result: 0 (no interaction).